The task is: Predict the reactants needed to synthesize the given product.. This data is from Full USPTO retrosynthesis dataset with 1.9M reactions from patents (1976-2016). (1) Given the product [CH2:1]([O:8][C:9]([NH:11][C@@H:12]([CH2:16][C:17]1[CH:18]=[CH:19][C:20]([C:23]2[N:28]=[CH:27][C:26]([C:29]3[CH:34]=[CH:33][C:32]([O:35][CH2:36][CH2:37][CH2:38][CH2:39][CH2:40][CH2:41][CH3:42])=[CH:31][CH:30]=3)=[CH:25][N:24]=2)=[CH:21][CH:22]=1)[C:13]([N:44]1[CH2:48][CH2:47][CH2:46][C@H:45]1[C:49]([O:51][C:52]([CH3:55])([CH3:54])[CH3:53])=[O:50])=[O:15])=[O:10])[C:2]1[CH:7]=[CH:6][CH:5]=[CH:4][CH:3]=1, predict the reactants needed to synthesize it. The reactants are: [CH2:1]([O:8][C:9]([NH:11][C@@H:12]([CH2:16][C:17]1[CH:22]=[CH:21][C:20]([C:23]2[N:28]=[CH:27][C:26]([C:29]3[CH:34]=[CH:33][C:32]([O:35][CH2:36][CH2:37][CH2:38][CH2:39][CH2:40][CH2:41][CH3:42])=[CH:31][CH:30]=3)=[CH:25][N:24]=2)=[CH:19][CH:18]=1)[C:13]([OH:15])=O)=[O:10])[C:2]1[CH:7]=[CH:6][CH:5]=[CH:4][CH:3]=1.Cl.[NH:44]1[CH2:48][CH2:47][CH2:46][C@H:45]1[C:49]([O:51][C:52]([CH3:55])([CH3:54])[CH3:53])=[O:50].CN(C(ON1N=NC2C=CC=NC1=2)=[N+](C)C)C.F[P-](F)(F)(F)(F)F.CC(=O)OCC. (2) Given the product [CH2:20]([O:19][C:17]([NH:16][C@H:13]1[CH2:14][CH2:15][N:11]([C@H:5]2[CH2:4][CH2:3][C@@H:2]([N:1]([CH:36]([CH3:38])[CH3:35])[CH3:28])[CH2:7][C@H:6]2[C:8]([OH:10])=[O:9])[C:12]1=[O:27])=[O:18])[C:21]1[CH:22]=[CH:23][CH:24]=[CH:25][CH:26]=1, predict the reactants needed to synthesize it. The reactants are: [NH2:1][C@H:2]1[CH2:7][C@@H:6]([C:8]([OH:10])=[O:9])[C@@H:5]([N:11]2[CH2:15][CH2:14][C@H:13]([NH:16][C:17]([O:19][CH2:20][C:21]3[CH:26]=[CH:25][CH:24]=[CH:23][CH:22]=3)=[O:18])[C:12]2=[O:27])[CH2:4][CH2:3]1.[CH3:28]N1CCOCC1.[CH3:35][C:36]([CH3:38])=O.C(O[BH-](OC(=O)C)OC(=O)C)(=O)C.[Na+].C=O.